Dataset: Reaction yield outcomes from USPTO patents with 853,638 reactions. Task: Predict the reaction yield, written as a fraction of the theoretical maximum amount of product (1.0 means a 100% yield; for example, 0.34 means a 34% yield). (1) The reactants are [N+:1]([C:4]1[CH:13]=[C:12]2[C:7]([CH2:8][CH2:9][CH2:10][C:11]2=[O:14])=[CH:6][CH:5]=1)([O-:3])=[O:2].[BH4-].[Na+]. The catalyst is CO. The product is [N+:1]([C:4]1[CH:13]=[C:12]2[C:7]([CH2:8][CH2:9][CH2:10][CH:11]2[OH:14])=[CH:6][CH:5]=1)([O-:3])=[O:2]. The yield is 0.800. (2) The reactants are [Br:1][C:2]1[CH:10]=[C:6]([C:7]([NH2:9])=[O:8])[C:5]([OH:11])=[CH:4][CH:3]=1.[C:12]([N:19]1[CH2:24][CH2:23][C:22](=O)[CH2:21][CH2:20]1)([O:14][C:15]([CH3:18])([CH3:17])[CH3:16])=[O:13].N1CCCC1.O. The catalyst is C1(C)C=CC=CC=1. The product is [C:15]([O:14][C:12]([N:19]1[CH2:24][CH2:23][C:22]2([NH:9][C:7](=[O:8])[C:6]3[CH:10]=[C:2]([Br:1])[CH:3]=[CH:4][C:5]=3[O:11]2)[CH2:21][CH2:20]1)=[O:13])([CH3:18])([CH3:16])[CH3:17]. The yield is 0.400.